Dataset: Full USPTO retrosynthesis dataset with 1.9M reactions from patents (1976-2016). Task: Predict the reactants needed to synthesize the given product. Given the product [CH3:21][CH:22]1[NH:23][CH2:24][CH2:25][N:26]([C:2]2[CH:10]=[C:9]3[C:5]([CH:6]=[CH:7][N:8]3[Si:11]([CH:18]([CH3:20])[CH3:19])([CH:15]([CH3:17])[CH3:16])[CH:12]([CH3:14])[CH3:13])=[CH:4][CH:3]=2)[CH2:27]1, predict the reactants needed to synthesize it. The reactants are: Br[C:2]1[CH:10]=[C:9]2[C:5]([CH:6]=[CH:7][N:8]2[Si:11]([CH:18]([CH3:20])[CH3:19])([CH:15]([CH3:17])[CH3:16])[CH:12]([CH3:14])[CH3:13])=[CH:4][CH:3]=1.[CH3:21][CH:22]1[CH2:27][NH:26][CH2:25][CH2:24][NH:23]1.CC([O-])(C)C.[Na+].P(C(C)(C)C)(C(C)(C)C)C(C)(C)C.